Task: Predict the product of the given reaction.. Dataset: Forward reaction prediction with 1.9M reactions from USPTO patents (1976-2016) (1) Given the reactants [Cl:1][C:2]1[N:7]=[C:6]([Cl:8])[C:5]([O:9][CH3:10])=[C:4](Cl)[N:3]=1.Cl.[NH:13]1[CH2:18][CH2:17][O:16][CH2:15][CH:14]1[CH2:19][OH:20].C(N(CC)CC)C, predict the reaction product. The product is: [Cl:1][C:2]1[N:3]=[C:4]([N:13]2[CH2:18][CH2:17][O:16][CH2:15][CH:14]2[CH2:19][OH:20])[C:5]([O:9][CH3:10])=[C:6]([Cl:8])[N:7]=1. (2) Given the reactants C(N(CC)CC)C.Cl[C:9](=O)[CH2:10][CH2:11][C:12]([O:14]CC)=[O:13].C(O[CH2:22][C:23]([CH3:54])([CH3:53])[CH2:24][N:25]1[C:31]2[CH:32]=[CH:33][C:34]([Cl:36])=[CH:35][C:30]=2[C@@H:29]([C:37]2[CH:42]=[CH:41][CH:40]=[C:39]([O:43][CH3:44])[C:38]=2[O:45][CH3:46])[O:28][C@H:27]([CH2:47]/[C:48](/[NH2:51])=[N:49]/[OH:50])[C:26]1=[O:52])(=O)C.[OH-:55].[Na+], predict the reaction product. The product is: [Cl:36][C:34]1[CH:33]=[CH:32][C:31]2[N:25]([CH2:24][C:23]([CH3:54])([CH3:53])[CH2:22][OH:55])[C:26](=[O:52])[C@@H:27]([CH2:47][C:48]3[N:51]=[C:9]([CH2:10][CH2:11][C:12]([OH:14])=[O:13])[O:50][N:49]=3)[O:28][C@H:29]([C:37]3[CH:42]=[CH:41][CH:40]=[C:39]([O:43][CH3:44])[C:38]=3[O:45][CH3:46])[C:30]=2[CH:35]=1.